From a dataset of Catalyst prediction with 721,799 reactions and 888 catalyst types from USPTO. Predict which catalyst facilitates the given reaction. The catalyst class is: 14. Product: [N+:8]([C:7]1[CH:6]=[C:5]2[N:11]=[CH:16][S:17][C:4]2=[N:3][CH:2]=1)([O-:10])=[O:9]. Reactant: Cl[C:2]1[C:7]([N+:8]([O-:10])=[O:9])=[CH:6][C:5]([N+:11]([O-])=O)=[CH:4][N:3]=1.CN(C)[CH:16]=[S:17].C1(C)C(C)=CC=CC=1.